Dataset: Reaction yield outcomes from USPTO patents with 853,638 reactions. Task: Predict the reaction yield, written as a fraction of the theoretical maximum amount of product (1.0 means a 100% yield; for example, 0.34 means a 34% yield). The reactants are [N+:1]([C:4]1[CH:5]=[N:6][NH:7][CH:8]=1)([O-:3])=[O:2].[OH-].[Na+].S(OC)(O[CH3:15])(=O)=O. No catalyst specified. The product is [CH3:15][N:6]1[CH:5]=[C:4]([N+:1]([O-:3])=[O:2])[CH:8]=[N:7]1. The yield is 0.961.